Dataset: Peptide-MHC class II binding affinity with 134,281 pairs from IEDB. Task: Regression. Given a peptide amino acid sequence and an MHC pseudo amino acid sequence, predict their binding affinity value. This is MHC class II binding data. (1) The peptide sequence is VLEKLELLQRRFGGT. The MHC is HLA-DQA10501-DQB10303 with pseudo-sequence HLA-DQA10501-DQB10303. The binding affinity (normalized) is 0.283. (2) The peptide sequence is NDAYNLVHLIMIYFF. The MHC is H-2-IAb with pseudo-sequence H-2-IAb. The binding affinity (normalized) is 0.0608. (3) The peptide sequence is FGSMPALTIACMTVQ. The MHC is DRB1_1501 with pseudo-sequence DRB1_1501. The binding affinity (normalized) is 0.434. (4) The peptide sequence is IGTGDDCISIGPGST. The MHC is HLA-DQA10101-DQB10501 with pseudo-sequence HLA-DQA10101-DQB10501. The binding affinity (normalized) is 0.377. (5) The peptide sequence is ESWGAVWRIDTPDKL. The MHC is DRB1_0701 with pseudo-sequence DRB1_0701. The binding affinity (normalized) is 0.528. (6) The MHC is DRB1_0101 with pseudo-sequence DRB1_0101. The peptide sequence is TMFEALPHIIDEVIN. The binding affinity (normalized) is 0.383. (7) The peptide sequence is WDDLRSLCLFSYHRLR. The MHC is HLA-DQA10103-DQB10603 with pseudo-sequence HLA-DQA10103-DQB10603. The binding affinity (normalized) is 0.475. (8) The MHC is DRB1_1001 with pseudo-sequence DRB1_1001. The peptide sequence is TLTPMMSSKFPELGM. The binding affinity (normalized) is 0.360. (9) The peptide sequence is EGPEEHEILNDSGET. The MHC is DRB5_0101 with pseudo-sequence DRB5_0101. The binding affinity (normalized) is 0. (10) The peptide sequence is HKGIVIKSKKKGSTP. The MHC is DRB1_0901 with pseudo-sequence DRB1_0901. The binding affinity (normalized) is 0.137.